This data is from Catalyst prediction with 721,799 reactions and 888 catalyst types from USPTO. The task is: Predict which catalyst facilitates the given reaction. (1) Reactant: [CH3:1][C:2]1([CH3:14])[C:6]([CH3:8])([CH3:7])[O:5][B:4]([C:9]2[CH:10]=[N:11][NH:12][CH:13]=2)[O:3]1.Br[C:16]([CH3:25])([CH3:24])[C:17]([O:19][C:20]([CH3:23])([CH3:22])[CH3:21])=[O:18].C([O-])([O-])=O.[Cs+].[Cs+]. Product: [CH3:24][C:16]([N:12]1[CH:13]=[C:9]([B:4]2[O:5][C:6]([CH3:7])([CH3:8])[C:2]([CH3:14])([CH3:1])[O:3]2)[CH:10]=[N:11]1)([CH3:25])[C:17]([O:19][C:20]([CH3:23])([CH3:22])[CH3:21])=[O:18]. The catalyst class is: 3. (2) The catalyst class is: 26. Reactant: S(Cl)([Cl:3])=O.[NH2:5][C:6]1[C:15]2[N:16]=[C:17]([CH2:24][NH:25][C:26]([NH:28][CH3:29])=[O:27])[N:18]([CH2:19][CH2:20][CH2:21][CH2:22]O)[C:14]=2[C:13]2[CH2:12][CH2:11][CH2:10][CH2:9][C:8]=2[N:7]=1.CO. Product: [NH2:5][C:6]1[C:15]2[N:16]=[C:17]([CH2:24][NH:25][C:26]([NH:28][CH3:29])=[O:27])[N:18]([CH2:19][CH2:20][CH2:21][CH2:22][Cl:3])[C:14]=2[C:13]2[CH2:12][CH2:11][CH2:10][CH2:9][C:8]=2[N:7]=1.